Dataset: Catalyst prediction with 721,799 reactions and 888 catalyst types from USPTO. Task: Predict which catalyst facilitates the given reaction. (1) Reactant: C([O-])([O-])=O.[Na+].[Na+].[Br:7][C:8]1[CH:9]=[CH:10][C:11](I)=[N:12][CH:13]=1.[Cl:15][C:16]1[CH:21]=[CH:20][C:19](OB(O)O)=[CH:18][CH:17]=1. Product: [Br:7][C:8]1[CH:9]=[CH:10][C:11]([C:19]2[CH:20]=[CH:21][C:16]([Cl:15])=[CH:17][CH:18]=2)=[N:12][CH:13]=1. The catalyst class is: 169. (2) Reactant: [Cl:1][C:2]1[CH:3]=[C:4]2[N:25]=[C:24]([O:26][C@H:27]3[C@H:31]4[O:32][CH2:33][C@@H:34]([OH:35])[C@H:30]4[O:29][CH2:28]3)[N:23]([CH2:36][O:37][CH2:38][CH2:39][Si:40]([CH3:43])([CH3:42])[CH3:41])[C:5]2=[N:6][C:7]=1[C:8]1[CH:13]=[CH:12][C:11](B2OC(C)(C)C(C)(C)O2)=[CH:10][CH:9]=1.Br[C:45]1[CH:50]=[CH:49][C:48]([N:51]=[S:52]([CH3:57])([N:54]([CH3:56])[CH3:55])=[O:53])=[CH:47][CH:46]=1.C([O-])([O-])=O.[Na+].[Na+]. Product: [OH:35][C@H:34]1[C@H:30]2[O:29][CH2:28][C@@H:27]([O:26][C:24]3[N:23]([CH2:36][O:37][CH2:38][CH2:39][Si:40]([CH3:43])([CH3:42])[CH3:41])[C:5]4=[N:6][C:7]([C:8]5[CH:9]=[CH:10][C:11]([C:45]6[CH:46]=[CH:47][C:48]([N:51]=[S:52]([CH3:57])([N:54]([CH3:55])[CH3:56])=[O:53])=[CH:49][CH:50]=6)=[CH:12][CH:13]=5)=[C:2]([Cl:1])[CH:3]=[C:4]4[N:25]=3)[C@H:31]2[O:32][CH2:33]1. The catalyst class is: 8. (3) Reactant: [C:1]([O-:4])(=[S:3])[CH3:2].[K+].[C:6]([O:10][C:11](=[O:20])[CH:12]([CH:15]1[CH2:19][CH2:18][CH2:17][CH2:16]1)[CH2:13]Br)([CH3:9])([CH3:8])[CH3:7]. Product: [C:6]([O:10][C:11](=[O:20])[CH:12]([CH:15]1[CH2:16][CH2:17][CH2:18][CH2:19]1)[CH2:13][S:3][C:1](=[O:4])[CH3:2])([CH3:7])([CH3:8])[CH3:9]. The catalyst class is: 6. (4) Reactant: [Br:1][C:2]1[C:3](=[O:14])[N:4]([CH2:10][CH:11]2[CH2:13][CH2:12]2)[C:5]([CH3:9])=[CH:6][C:7]=1[OH:8].C([O-])([O-])=O.[K+].[K+].[F:21][C:22]1[CH:29]=[C:28]([F:30])[CH:27]=[CH:26][C:23]=1[CH2:24]Br. Product: [Br:1][C:2]1[C:3](=[O:14])[N:4]([CH2:10][CH:11]2[CH2:12][CH2:13]2)[C:5]([CH3:9])=[CH:6][C:7]=1[O:8][CH2:24][C:23]1[CH:26]=[CH:27][C:28]([F:30])=[CH:29][C:22]=1[F:21]. The catalyst class is: 287. (5) Reactant: [C:1]([O:5][C:6]([NH:8][C@@:9]1([C:22]([O:24]CC)=[O:23])[CH2:16][C:13]2([CH2:15][CH2:14]2)[C@@H:12]2[C@H:10]1[C@H:11]2[C:17]([O:19]CC)=[O:18])=[O:7])([CH3:4])([CH3:3])[CH3:2].O.[OH-].[Li+]. Product: [C:1]([O:5][C:6]([NH:8][C@@:9]1([C:22]([OH:24])=[O:23])[CH2:16][C:13]2([CH2:15][CH2:14]2)[C@@H:12]2[C@H:10]1[C@H:11]2[C:17]([OH:19])=[O:18])=[O:7])([CH3:4])([CH3:2])[CH3:3]. The catalyst class is: 30.